This data is from NCI-60 drug combinations with 297,098 pairs across 59 cell lines. The task is: Regression. Given two drug SMILES strings and cell line genomic features, predict the synergy score measuring deviation from expected non-interaction effect. (1) Drug 1: C1CCC(C1)C(CC#N)N2C=C(C=N2)C3=C4C=CNC4=NC=N3. Drug 2: CC1=C(C(CCC1)(C)C)C=CC(=CC=CC(=CC(=O)O)C)C. Cell line: LOX IMVI. Synergy scores: CSS=7.13, Synergy_ZIP=-4.92, Synergy_Bliss=-2.44, Synergy_Loewe=1.96, Synergy_HSA=1.82. (2) Drug 1: C1CC(=O)NC(=O)C1N2CC3=C(C2=O)C=CC=C3N. Drug 2: COC1=C(C=C2C(=C1)N=CN=C2NC3=CC(=C(C=C3)F)Cl)OCCCN4CCOCC4. Cell line: HL-60(TB). Synergy scores: CSS=21.6, Synergy_ZIP=-2.42, Synergy_Bliss=-8.87, Synergy_Loewe=-11.4, Synergy_HSA=-5.06. (3) Drug 1: COC1=C(C=C2C(=C1)N=CN=C2NC3=CC(=C(C=C3)F)Cl)OCCCN4CCOCC4. Drug 2: CNC(=O)C1=NC=CC(=C1)OC2=CC=C(C=C2)NC(=O)NC3=CC(=C(C=C3)Cl)C(F)(F)F. Cell line: COLO 205. Synergy scores: CSS=45.6, Synergy_ZIP=2.12, Synergy_Bliss=6.76, Synergy_Loewe=3.29, Synergy_HSA=7.63. (4) Drug 1: CC12CCC3C(C1CCC2=O)CC(=C)C4=CC(=O)C=CC34C. Drug 2: CC1C(C(CC(O1)OC2CC(CC3=C2C(=C4C(=C3O)C(=O)C5=CC=CC=C5C4=O)O)(C(=O)C)O)N)O. Cell line: HL-60(TB). Synergy scores: CSS=37.9, Synergy_ZIP=-0.346, Synergy_Bliss=-3.47, Synergy_Loewe=-18.6, Synergy_HSA=-2.94. (5) Drug 1: CC1=C2C(C(=O)C3(C(CC4C(C3C(C(C2(C)C)(CC1OC(=O)C(C(C5=CC=CC=C5)NC(=O)C6=CC=CC=C6)O)O)OC(=O)C7=CC=CC=C7)(CO4)OC(=O)C)O)C)OC(=O)C. Drug 2: CCN(CC)CCCC(C)NC1=C2C=C(C=CC2=NC3=C1C=CC(=C3)Cl)OC. Cell line: LOX IMVI. Synergy scores: CSS=45.9, Synergy_ZIP=-2.30, Synergy_Bliss=-3.59, Synergy_Loewe=-19.7, Synergy_HSA=-1.13.